Dataset: Forward reaction prediction with 1.9M reactions from USPTO patents (1976-2016). Task: Predict the product of the given reaction. (1) Given the reactants N[C:2]1[CH:11]=[CH:10][C:9]([N:12]([C:17]2[C:36]([CH:37]3[CH2:39][CH2:38]3)=[CH:35][C:20]3[C:21]([C:31](=[O:34])[NH:32][CH3:33])=[C:22]([C:24]4[CH:29]=[CH:28][C:27]([F:30])=[CH:26][CH:25]=4)[O:23][C:19]=3[CH:18]=2)[S:13]([CH3:16])(=[O:15])=[O:14])=[CH:8][C:3]=1[C:4]([O:6][CH3:7])=[O:5].[BrH:40].N([O-])=O.[Na+], predict the reaction product. The product is: [Br:40][C:2]1[CH:11]=[CH:10][C:9]([N:12]([C:17]2[C:36]([CH:37]3[CH2:39][CH2:38]3)=[CH:35][C:20]3[C:21]([C:31](=[O:34])[NH:32][CH3:33])=[C:22]([C:24]4[CH:29]=[CH:28][C:27]([F:30])=[CH:26][CH:25]=4)[O:23][C:19]=3[CH:18]=2)[S:13]([CH3:16])(=[O:15])=[O:14])=[CH:8][C:3]=1[C:4]([O:6][CH3:7])=[O:5]. (2) Given the reactants [S:1]([O-:17])([O:4]CCCCCCCCCCCC)(=[O:3])=[O:2].[Na+].[OH-:19].[Na+].C=C[C:23]1[CH:28]=CC=CC=1.C(C1C=CC=CC=1[CH:37]=[CH2:38])=C.[N:39]([C:50]([C:57]#N)(C)CCC(O)=O)=NC(C#N)(C)CCC(O)=O, predict the reaction product. The product is: [OH2:2].[N:39]1([CH2:28][CH2:23][S:1]([OH:17])(=[O:4])=[O:3])[CH2:38][CH2:37][O:19][CH2:57][CH2:50]1. (3) Given the reactants [NH2:1][C:2]1[C:10]([N+:11]([O-:13])=[O:12])=[CH:9][C:5]([C:6]([OH:8])=O)=[C:4]([O:14][CH3:15])[CH:3]=1.CN(C(ON1N=NC2C=CC=CC1=2)=[N+](C)C)C.[B-](F)(F)(F)F.[Br:38][C:39]1[CH:45]=[CH:44][C:42]([NH2:43])=[CH:41][CH:40]=1, predict the reaction product. The product is: [NH2:1][C:2]1[C:10]([N+:11]([O-:13])=[O:12])=[CH:9][C:5]([C:6]([NH:43][C:42]2[CH:44]=[CH:45][C:39]([Br:38])=[CH:40][CH:41]=2)=[O:8])=[C:4]([O:14][CH3:15])[CH:3]=1. (4) The product is: [N:37]([C:23]1[N:22]=[C:21]([C:3]2[CH:4]=[C:5]([NH:8][C:9](=[O:20])[C:10]3[CH:15]=[CH:14][CH:13]=[C:12]([C:16]([F:19])([F:17])[F:18])[CH:11]=3)[CH:6]=[CH:7][C:2]=2[CH3:1])[CH:26]=[C:25]([N:27]2[CH2:32][CH2:31][O:30][CH2:29][CH2:28]2)[N:24]=1)=[N+:38]=[N-:39]. Given the reactants [CH3:1][C:2]1[CH:7]=[CH:6][C:5]([NH:8][C:9](=[O:20])[C:10]2[CH:15]=[CH:14][CH:13]=[C:12]([C:16]([F:19])([F:18])[F:17])[CH:11]=2)=[CH:4][C:3]=1[C:21]1[CH:26]=[C:25]([N:27]2[CH2:32][CH2:31][O:30][CH2:29][CH2:28]2)[N:24]=[C:23](S(C)(=O)=O)[N:22]=1.[N-:37]=[N+:38]=[N-:39].[Na+], predict the reaction product. (5) Given the reactants C(OC([N:8]1[CH2:13][CH2:12][C:11]2[N:14]([CH2:23][C:24]3[CH:29]=[CH:28][CH:27]=[CH:26][CH:25]=3)[CH:15]=[C:16]([C:17]3[CH:22]=[CH:21][CH:20]=[CH:19][CH:18]=3)[C:10]=2[CH2:9]1)=O)(C)(C)C.C(OC(N1CCC(=O)CC1)=O)(C)(C)C.[N+](C=CC1C=CC=CC=1)([O-])=O, predict the reaction product. The product is: [CH2:23]([N:14]1[C:11]2[CH2:12][CH2:13][NH:8][CH2:9][C:10]=2[C:16]([C:17]2[CH:22]=[CH:21][CH:20]=[CH:19][CH:18]=2)=[CH:15]1)[C:24]1[CH:25]=[CH:26][CH:27]=[CH:28][CH:29]=1. (6) The product is: [C:1]([N:4]1[C:13]2[C:8](=[CH:9][C:10]([C:32]3[S:31][C:30]([CH3:29])=[N:34][C:33]=3[CH3:35])=[CH:11][CH:12]=2)[C@H:7]([NH:15][C:16](=[O:21])[O:17][CH:18]([CH3:20])[CH3:19])[CH2:6][C@@H:5]1[CH3:22])(=[O:3])[CH3:2]. Given the reactants [C:1]([N:4]1[C:13]2[C:8](=[CH:9][C:10](Br)=[CH:11][CH:12]=2)[C@H:7]([NH:15][C:16](=[O:21])[O:17][CH:18]([CH3:20])[CH3:19])[CH2:6][C@@H:5]1[CH3:22])(=[O:3])[CH3:2].C(=O)([O-])[O-].[K+].[K+].[CH3:29][C:30]1[S:31][C:32](B2OC(C)(C)C(C)(C)O2)=[C:33]([CH3:35])[N:34]=1, predict the reaction product. (7) Given the reactants [F:1][C:2]1([F:33])[CH2:7][CH2:6][N:5]([C:8]([C:10]2[N:28](S(C)(=O)=O)[C:13]3=[N:14][CH:15]=[C:16]([O:18][CH2:19][CH2:20][CH2:21][N:22]4[CH2:26][CH2:25][CH2:24][C@H:23]4[CH3:27])[CH:17]=[C:12]3[CH:11]=2)=[O:9])[CH2:4][CH2:3]1.[Cl:34][C:35]1[CH:40]=[CH:39][C:38](B(O)O)=[CH:37][CH:36]=1.N1C=CC=CC=1, predict the reaction product. The product is: [Cl:34][C:35]1[CH:40]=[CH:39][C:38]([N:28]2[C:13]3=[N:14][CH:15]=[C:16]([O:18][CH2:19][CH2:20][CH2:21][N:22]4[CH2:26][CH2:25][CH2:24][C@H:23]4[CH3:27])[CH:17]=[C:12]3[CH:11]=[C:10]2[C:8]([N:5]2[CH2:6][CH2:7][C:2]([F:33])([F:1])[CH2:3][CH2:4]2)=[O:9])=[CH:37][CH:36]=1.